This data is from Reaction yield outcomes from USPTO patents with 853,638 reactions. The task is: Predict the reaction yield, written as a fraction of the theoretical maximum amount of product (1.0 means a 100% yield; for example, 0.34 means a 34% yield). The reactants are [CH3:1][O:2][C:3](=[O:12])[C:4]1[CH:9]=[CH:8][CH:7]=[C:6]([CH3:10])[C:5]=1[NH2:11].C(OC(=O)C)(=O)C.C([O-])(=O)C.[K+].[N:25](OCCC(C)C)=O. The catalyst is C(Cl)(Cl)Cl.ClCCl. The product is [CH3:1][O:2][C:3]([C:4]1[CH:9]=[CH:8][CH:7]=[C:6]2[C:5]=1[NH:11][N:25]=[CH:10]2)=[O:12]. The yield is 0.960.